The task is: Predict which catalyst facilitates the given reaction.. This data is from Catalyst prediction with 721,799 reactions and 888 catalyst types from USPTO. (1) Reactant: [CH3:1][S:2]([CH2:5][CH2:6][N:7]1[C:15]2[C:10](=[CH:11][CH:12]=[CH:13][CH:14]=2)[CH:9]=[C:8]1[CH2:16]O)(=[O:4])=[O:3].[NH:18]1[C:22]2=[CH:23][N:24]=[CH:25][CH:26]=[C:21]2[C:20]2([CH2:28][CH2:27]2)[C:19]1=[O:29].C1(P(C2C=CC=CC=2)C2C=CC=CC=2)C=CC=CC=1.N(C(OC(C)C)=O)=NC(OC(C)C)=O. Product: [CH3:1][S:2]([CH2:5][CH2:6][N:7]1[C:15]2[C:10](=[CH:11][CH:12]=[CH:13][CH:14]=2)[CH:9]=[C:8]1[CH2:16][N:18]1[C:22]2=[CH:23][N:24]=[CH:25][CH:26]=[C:21]2[C:20]2([CH2:27][CH2:28]2)[C:19]1=[O:29])(=[O:3])=[O:4]. The catalyst class is: 7. (2) Reactant: [Br:1][C:2]1[C:10]2[C:5](=[N:6][C:7]([CH3:11])=[CH:8][CH:9]=2)[S:4][C:3]=1[C:12]([O:14]CC)=[O:13].[OH-].[Na+].Cl. Product: [Br:1][C:2]1[C:10]2[C:5](=[N:6][C:7]([CH3:11])=[CH:8][CH:9]=2)[S:4][C:3]=1[C:12]([OH:14])=[O:13]. The catalyst class is: 40. (3) Reactant: [Br:1][C:2]1[C:3]([Cl:10])=[C:4]([CH:8]=[O:9])[CH:5]=[N:6][CH:7]=1.[CH3:11][Mg]Br.CCOCC. Product: [Br:1][C:2]1[C:3]([Cl:10])=[C:4]([CH:8]([OH:9])[CH3:11])[CH:5]=[N:6][CH:7]=1. The catalyst class is: 1. (4) Reactant: [C:1]([O:5][C:6](=[O:22])[NH:7][C:8]1[CH:13]=[CH:12][C:11]([C:14](=O)[CH:15]=[CH:16][N:17](C)C)=[C:10]([Cl:21])[CH:9]=1)([CH3:4])([CH3:3])[CH3:2].O.[NH2:24]N. Product: [C:1]([O:5][C:6](=[O:22])[NH:7][C:8]1[CH:13]=[CH:12][C:11]([C:14]2[CH:15]=[CH:16][NH:17][N:24]=2)=[C:10]([Cl:21])[CH:9]=1)([CH3:4])([CH3:3])[CH3:2]. The catalyst class is: 621. (5) Reactant: [CH3:1][C:2]1[CH:11]=[C:10]([N:12]2[CH2:17][CH2:16][N:15]([S:18]([CH3:21])(=[O:20])=[O:19])[CH2:14][CH2:13]2)[C:9]2[C:4](=[CH:5][CH:6]=[CH:7][CH:8]=2)[N:3]=1.C[Si](C)(C)[N-][Si](C)(C)C.[Li+].[CH2:32]([O:34][P:35](Cl)([O:37][CH2:38][CH3:39])=[O:36])[CH3:33].C(O)(=O)C. Product: [CH2:32]([O:34][P:35]([CH2:21][S:18]([N:15]1[CH2:14][CH2:13][N:12]([C:10]2[C:9]3[C:4](=[CH:5][CH:6]=[CH:7][CH:8]=3)[N:3]=[C:2]([CH3:1])[CH:11]=2)[CH2:17][CH2:16]1)(=[O:20])=[O:19])([O:37][CH2:38][CH3:39])=[O:36])[CH3:33]. The catalyst class is: 20. (6) Reactant: C[O:2][C:3](=[O:22])[C:4]1[CH:9]=[CH:8][C:7]([NH:10][C:11]([C:13]2[CH:21]=[CH:20][C:16]3[NH:17][N:18]=[N:19][C:15]=3[CH:14]=2)=[O:12])=[CH:6][CH:5]=1.CO.[OH-].[Na+].Cl. Product: [NH:17]1[C:16]2[CH:20]=[CH:21][C:13]([C:11]([NH:10][C:7]3[CH:8]=[CH:9][C:4]([C:3]([OH:22])=[O:2])=[CH:5][CH:6]=3)=[O:12])=[CH:14][C:15]=2[N:19]=[N:18]1. The catalyst class is: 20. (7) Reactant: C(N(CC)CC)C.[C:8](OC(=O)C)(=[O:10])[CH3:9].ClCCl.[CH3:18][O:19][C:20]1[C:21]([O:40][CH3:41])=[CH:22][C:23]2[S:27][C:26](/[CH:28]=[CH:29]/[CH:30]=[CH:31]/[C:32]3[CH:38]=[CH:37][C:35]([NH2:36])=[CH:34][CH:33]=3)=[N:25][C:24]=2[CH:39]=1. Product: [CH3:18][O:19][C:20]1[C:21]([O:40][CH3:41])=[CH:22][C:23]2[S:27][C:26](/[CH:28]=[CH:29]/[CH:30]=[CH:31]/[C:32]3[CH:38]=[CH:37][C:35]([NH:36][C:8](=[O:10])[CH3:9])=[CH:34][CH:33]=3)=[N:25][C:24]=2[CH:39]=1. The catalyst class is: 6. (8) Reactant: ClC1[N:7]=[C:6]([C:8]2[CH:13]=[C:12]([Cl:14])[CH:11]=[CH:10][C:9]=2[CH3:15])[N:5]=[C:4]([NH2:16])[N:3]=1.[Cl:17][C:18]1[CH:23]=[CH:22][C:21]([NH:24][CH3:25])=[CH:20][CH:19]=1.[CH:26](N(C(C)C)CC)(C)C. Product: [Cl:14][C:12]1[CH:11]=[CH:10][C:9]([CH3:15])=[C:8]([C:6]2[N:7]=[C:25]([N:24]([C:21]3[CH:22]=[CH:23][C:18]([Cl:17])=[CH:19][CH:20]=3)[CH3:26])[N:3]=[C:4]([NH2:16])[N:5]=2)[CH:13]=1. The catalyst class is: 7.